This data is from Catalyst prediction with 721,799 reactions and 888 catalyst types from USPTO. The task is: Predict which catalyst facilitates the given reaction. (1) Reactant: C1C=C[NH+]=CC=1.[O-][Cr](Cl)(=O)=O.[C:12]([O:20][C@@H:21]1[C@H:27]([O:28][C:29](=[O:36])[C:30]2[CH:35]=[CH:34][CH:33]=[CH:32][CH:31]=2)[C@@H:26]([O:37][C:38](=[O:45])[C:39]2[CH:44]=[CH:43][CH:42]=[CH:41][CH:40]=2)[C@H:25]([CH3:46])[O:24][CH:22]1[OH:23])(=[O:19])[C:13]1[CH:18]=[CH:17][CH:16]=[CH:15][CH:14]=1.CCOCC. Product: [C:12]([O:20][C@@H:21]1[C@H:27]([O:28][C:29](=[O:36])[C:30]2[CH:35]=[CH:34][CH:33]=[CH:32][CH:31]=2)[C@@H:26]([O:37][C:38](=[O:45])[C:39]2[CH:40]=[CH:41][CH:42]=[CH:43][CH:44]=2)[C@H:25]([CH3:46])[O:24][C:22]1=[O:23])(=[O:19])[C:13]1[CH:18]=[CH:17][CH:16]=[CH:15][CH:14]=1. The catalyst class is: 2. (2) Reactant: [Cl:1][C:2]1[CH:3]=[C:4]([NH:16][C:17]2[C:27]3[CH:26]=[C:25]([C:28]([NH:30][CH2:31][CH2:32][O:33][CH2:34][CH2:35][OH:36])=[O:29])[CH2:24][CH2:23][NH:22][C:21]=3[N:20]=[CH:19][N:18]=2)[CH:5]=[CH:6][C:7]=1[O:8][C:9]1[CH:14]=[CH:13][CH:12]=[C:11]([Cl:15])[CH:10]=1.Cl.C(OCC)(=O)C. Product: [ClH:1].[Cl:1][C:2]1[CH:3]=[C:4]([NH:16][C:17]2[C:27]3[CH:26]=[C:25]([C:28]([NH:30][CH2:31][CH2:32][O:33][CH2:34][CH2:35][OH:36])=[O:29])[CH2:24][CH2:23][NH:22][C:21]=3[N:20]=[CH:19][N:18]=2)[CH:5]=[CH:6][C:7]=1[O:8][C:9]1[CH:14]=[CH:13][CH:12]=[C:11]([Cl:15])[CH:10]=1. The catalyst class is: 8. (3) Reactant: [NH2:1][C:2]1[CH:7]=[CH:6][C:5]([Cl:8])=[CH:4][C:3]=1[C:9]([C:11]1[CH:16]=[CH:15][N:14]=[CH:13][CH:12]=1)=[O:10].N1C=CC=CC=1.[CH3:23][S:24](Cl)(=[O:26])=[O:25].[OH-].[Na+]. Product: [Cl:8][C:5]1[CH:6]=[CH:7][C:2]([NH:1][S:24]([CH3:23])(=[O:26])=[O:25])=[C:3]([C:9]([C:11]2[CH:16]=[CH:15][N:14]=[CH:13][CH:12]=2)=[O:10])[CH:4]=1. The catalyst class is: 1. (4) Reactant: [NH2:1][CH2:2][CH2:3][CH2:4][CH2:5][NH:6][C:7](=[O:13])[O:8][C:9]([CH3:12])([CH3:11])[CH3:10].[CH2:14]([O:21][C:22]1[CH:31]=[C:30]2[C:25]([C:26](Cl)=[C:27]([N+:32]([O-:34])=[O:33])[CH:28]=[N:29]2)=[CH:24][CH:23]=1)[C:15]1[CH:20]=[CH:19][CH:18]=[CH:17][CH:16]=1.C(N(CC)CC)C. Product: [CH2:14]([O:21][C:22]1[CH:31]=[C:30]2[C:25]([C:26]([NH:1][CH2:2][CH2:3][CH2:4][CH2:5][NH:6][C:7](=[O:13])[O:8][C:9]([CH3:10])([CH3:12])[CH3:11])=[C:27]([N+:32]([O-:34])=[O:33])[CH:28]=[N:29]2)=[CH:24][CH:23]=1)[C:15]1[CH:16]=[CH:17][CH:18]=[CH:19][CH:20]=1. The catalyst class is: 4. (5) Reactant: [NH2:1][C:2]1[N:3]=[C:4]([N:13]2[CH2:18][CH2:17][N:16]([C:19](=[O:29])[CH2:20][O:21][C:22]3[CH:27]=[CH:26][C:25]([Cl:28])=[CH:24][CH:23]=3)[CH2:15][CH2:14]2)[C:5]2[N:10]=[C:9]([S:11][CH3:12])[S:8][C:6]=2[N:7]=1.C1C=C(Cl)C=C(C(OO)=[O:38])C=1. Product: [NH2:1][C:2]1[N:3]=[C:4]([N:13]2[CH2:18][CH2:17][N:16]([C:19](=[O:29])[CH2:20][O:21][C:22]3[CH:27]=[CH:26][C:25]([Cl:28])=[CH:24][CH:23]=3)[CH2:15][CH2:14]2)[C:5]2[N:10]=[C:9]([S:11]([CH3:12])=[O:38])[S:8][C:6]=2[N:7]=1. The catalyst class is: 4. (6) Product: [ClH:34].[CH3:6][NH:7][C@@H:9]([CH2:12][C:13]1[CH:18]=[CH:17][C:16]([O:19][C:20]2[CH:25]=[CH:24][C:23]([O:26][C:27]3[CH:32]=[CH:31][CH:30]=[CH:29][CH:28]=3)=[CH:22][CH:21]=2)=[CH:15][CH:14]=1)[CH2:10][OH:11]. The catalyst class is: 12. Reactant: C(O[C:6](=O)[N:7]([C@@H:9]([CH2:12][C:13]1[CH:18]=[CH:17][C:16]([O:19][C:20]2[CH:25]=[CH:24][C:23]([O:26][C:27]3[CH:32]=[CH:31][CH:30]=[CH:29][CH:28]=3)=[CH:22][CH:21]=2)=[CH:15][CH:14]=1)[CH2:10][OH:11])C)(C)(C)C.[ClH:34].